Dataset: Full USPTO retrosynthesis dataset with 1.9M reactions from patents (1976-2016). Task: Predict the reactants needed to synthesize the given product. Given the product [CH3:1][N:2]1[CH2:3][CH:4]=[C:5]([CH:8]=[O:9])[CH2:6][CH2:7]1, predict the reactants needed to synthesize it. The reactants are: [CH3:1][N:2]1[CH2:7][CH:6]=[C:5]([C:8](OCC)=[O:9])[CH2:4][CH2:3]1.[H-].[Al+3].[Li+].[H-].[H-].[H-].O.O.O.O.O.O.O.O.O.O.S([O-])([O-])(=O)=O.[Na+].[Na+].